From a dataset of Catalyst prediction with 721,799 reactions and 888 catalyst types from USPTO. Predict which catalyst facilitates the given reaction. (1) Reactant: Br[C:2]1[CH:7]=[CH:6][C:5]([C:8]2[N:9]([C:28]3[CH:33]=[CH:32][C:31]([Cl:34])=[CH:30][CH:29]=3)[C:10](=[O:27])[C:11]3C=N[N:14]([C:17]4[CH:18]=[C:19]([S:23](N)(=[O:25])=[O:24])[CH:20]=[CH:21][CH:22]=4)[C:12]=3[N:13]=2)=[CH:4][CH:3]=1.[B:35]1([B:35]2[O:39][C:38]([CH3:41])([CH3:40])[C:37]([CH3:43])([CH3:42])[O:36]2)[O:39][C:38]([CH3:41])([CH3:40])[C:37]([CH3:43])([CH3:42])[O:36]1.[C:53]([O-])(=O)C.[K+].[CH3:58][N:59](C)C=O. The catalyst class is: 140. Product: [Cl:34][C:31]1[CH:30]=[CH:29][C:28]([N:9]2[C:10](=[O:27])[C:11]3[N:59]=[CH:58][N:14]([C:17]4[CH:22]=[CH:21][CH:20]=[C:19]([S:23]([CH3:53])(=[O:25])=[O:24])[CH:18]=4)[C:12]=3[N:13]=[C:8]2[C:5]2[CH:4]=[CH:3][C:2]([B:35]3[O:39][C:38]([CH3:41])([CH3:40])[C:37]([CH3:43])([CH3:42])[O:36]3)=[CH:7][CH:6]=2)=[CH:33][CH:32]=1. (2) Reactant: [CH2:1]([O:3][C:4](=[O:16])[C:5]1[C:10](Cl)=[C:9]([N+:12]([O-:14])=[O:13])[C:8](Cl)=[N:7][CH:6]=1)[CH3:2].[CH2:17]([N:24]1[CH2:29][CH2:28][CH:27]([CH3:30])[CH:26]([NH2:31])[CH2:25]1)[C:18]1[CH:23]=[CH:22][CH:21]=[CH:20][CH:19]=1.C(N(CC)C(C)C)(C)C.[CH3:41][O:42][C:43]1[CH:44]=[C:45]([CH2:51][NH2:52])[CH:46]=[CH:47][C:48]=1[O:49][CH3:50]. Product: [CH2:17]([N:24]1[CH2:29][CH2:28][C@@H:27]([CH3:30])[C@@H:26]([NH:31][C:10]2[C:5]([C:4]([O:3][CH2:1][CH3:2])=[O:16])=[CH:6][N:7]=[C:8]([NH:52][CH2:51][C:45]3[CH:46]=[CH:47][C:48]([O:49][CH3:50])=[C:43]([O:42][CH3:41])[CH:44]=3)[C:9]=2[N+:12]([O-:14])=[O:13])[CH2:25]1)[C:18]1[CH:19]=[CH:20][CH:21]=[CH:22][CH:23]=1. The catalyst class is: 3. (3) Reactant: Cl.[Cl:2][C:3]1[CH:19]=[CH:18][C:6]2[NH:7][C:8]([C:10]3([C:16]#[N:17])[CH2:15][CH2:14][NH:13][CH2:12][CH2:11]3)=[N:9][C:5]=2[CH:4]=1.Cl[C:21]1[N:29]=[CH:28][N:27]=[C:26]2[C:22]=1[NH:23][CH:24]=[N:25]2.C(N(CC)CC)C. Product: [Cl:2][C:3]1[CH:19]=[CH:18][C:6]2[NH:7][C:8]([C:10]3([C:16]#[N:17])[CH2:15][CH2:14][N:13]([C:21]4[N:29]=[CH:28][N:27]=[C:26]5[C:22]=4[N:23]=[CH:24][NH:25]5)[CH2:12][CH2:11]3)=[N:9][C:5]=2[CH:4]=1. The catalyst class is: 44. (4) Reactant: [N+](C1C=C([N+]([O-])=O)C=CC=1[O-])([O-])=O.[NH2:14][N+:15]1[CH:20]=[CH:19][C:18]2[O:21][CH2:22][CH2:23][C:17]=2[CH:16]=1.C(=O)([O-])[O-].[K+].[K+].[C:30]1([C:36]#[C:37][C:38]([O:40][CH3:41])=[O:39])[CH:35]=[CH:34][CH:33]=[CH:32][CH:31]=1. Product: [C:30]1([C:36]2[C:37]([C:38]([O:40][CH3:41])=[O:39])=[C:16]3[C:17]4[CH2:23][CH2:22][O:21][C:18]=4[CH:19]=[CH:20][N:15]3[N:14]=2)[CH:35]=[CH:34][CH:33]=[CH:32][CH:31]=1. The catalyst class is: 35. (5) The catalyst class is: 15. Reactant: C([O:3][C:4](=[O:30])[CH2:5][C:6]1[N:14]2[C:9]([CH:10]=[C:11]([C:15]#[N:16])[CH:12]=[CH:13]2)=[C:8]([S:17][C:18]2[CH:23]=[CH:22][C:21]([S:24]([CH3:27])(=[O:26])=[O:25])=[CH:20][C:19]=2[Cl:28])[C:7]=1[CH3:29])C.C(O)C.O.[OH-].[Li+]. Product: [Cl:28][C:19]1[CH:20]=[C:21]([S:24]([CH3:27])(=[O:26])=[O:25])[CH:22]=[CH:23][C:18]=1[S:17][C:8]1[C:7]([CH3:29])=[C:6]([CH2:5][C:4]([OH:30])=[O:3])[N:14]2[C:9]=1[CH:10]=[C:11]([C:15]#[N:16])[CH:12]=[CH:13]2.